This data is from Forward reaction prediction with 1.9M reactions from USPTO patents (1976-2016). The task is: Predict the product of the given reaction. Given the reactants C(OC([N:8]1[CH2:13][CH2:12][N:11]([C:14]2[CH:23]=[CH:22][C:21]3[C:16](=[CH:17][CH:18]=[C:19]([Cl:24])[CH:20]=3)[N:15]=2)[CH2:10][CH2:9]1)=O)(C)(C)C.Cl, predict the reaction product. The product is: [ClH:24].[Cl:24][C:19]1[CH:20]=[C:21]2[C:16](=[CH:17][CH:18]=1)[N:15]=[C:14]([N:11]1[CH2:10][CH2:9][NH:8][CH2:13][CH2:12]1)[CH:23]=[CH:22]2.